From a dataset of Forward reaction prediction with 1.9M reactions from USPTO patents (1976-2016). Predict the product of the given reaction. (1) Given the reactants [NH2:1][C:2]1[C:3]([CH3:9])=[CH:4][C:5]([OH:8])=[CH:6][CH:7]=1.[C:10]([C:13]1[CH:18]=[CH:17][CH:16]=[C:15]([C:19](=O)[CH3:20])[N:14]=1)(=O)[CH3:11], predict the reaction product. The product is: [OH:8][C:5]1[CH:6]=[CH:7][C:2]([N:1]=[C:10]([C:13]2[CH:18]=[CH:17][CH:16]=[C:15]([C:19](=[N:1][C:2]3[CH:7]=[CH:6][C:5]([OH:8])=[CH:4][C:3]=3[CH3:9])[CH3:20])[N:14]=2)[CH3:11])=[C:3]([CH3:9])[CH:4]=1. (2) The product is: [C:25]1([C:18]([C:19]2[CH:20]=[CH:21][CH:22]=[CH:23][CH:24]=2)=[N:31][CH2:2][C:3]([O:5][C:6]([CH3:9])([CH3:8])[CH3:7])=[O:4])[CH:26]=[CH:27][CH:28]=[CH:29][CH:30]=1. Given the reactants Cl[CH2:2][C:3]([O:5][C:6]([CH3:9])([CH3:8])[CH3:7])=[O:4].[I-].[K+].C(=O)([O-])[O-].[K+].[K+].[C:18](=[NH:31])([C:25]1[CH:30]=[CH:29][CH:28]=[CH:27][CH:26]=1)[C:19]1[CH:24]=[CH:23][CH:22]=[CH:21][CH:20]=1, predict the reaction product. (3) Given the reactants C[O:2][C:3]([C:5]1([C:8]2[CH:13]=[CH:12][C:11]([C:14]3[CH:19]=[CH:18][C:17]([C:20]4[N:21]=[N:22][N:23]([CH3:41])[C:24]=4[NH:25][C:26]([O:28][CH:29]([C:31]4[CH:36]=[CH:35][CH:34]=[C:33]([C:37]([F:40])([F:39])[F:38])[CH:32]=4)[CH3:30])=[O:27])=[CH:16][CH:15]=3)=[CH:10][CH:9]=2)[CH2:7][CH2:6]1)=[O:4].C1COCC1.[OH-].[Na+], predict the reaction product. The product is: [CH3:41][N:23]1[C:24]([NH:25][C:26]([O:28][CH:29]([C:31]2[CH:36]=[CH:35][CH:34]=[C:33]([C:37]([F:38])([F:39])[F:40])[CH:32]=2)[CH3:30])=[O:27])=[C:20]([C:17]2[CH:18]=[CH:19][C:14]([C:11]3[CH:10]=[CH:9][C:8]([C:5]4([C:3]([OH:4])=[O:2])[CH2:7][CH2:6]4)=[CH:13][CH:12]=3)=[CH:15][CH:16]=2)[N:21]=[N:22]1. (4) Given the reactants [CH:1]1([CH2:6][CH2:7][C:8]([NH:10][C:11]2[CH:12]=[CH:13][C:14]3[C:19](=[O:20])[O:18][C:17]([CH3:22])([CH3:21])[O:16][C:15]=3[CH:23]=2)=O)[CH2:5][CH2:4][CH2:3][CH2:2]1.B, predict the reaction product. The product is: [CH:1]1([CH2:6][CH2:7][CH2:8][NH:10][C:11]2[CH:12]=[CH:13][C:14]3[C:19](=[O:20])[O:18][C:17]([CH3:21])([CH3:22])[O:16][C:15]=3[CH:23]=2)[CH2:5][CH2:4][CH2:3][CH2:2]1. (5) Given the reactants [CH2:1]([C:3]1[NH:4][C:5](=[O:27])[C:6]([CH2:12][C:13]2[CH:18]=[CH:17][C:16]([C:19]3[C:20]([C:25]#[N:26])=[CH:21][CH:22]=[CH:23][CH:24]=3)=[CH:15][CH:14]=2)=[C:7]([CH2:9][CH2:10][CH3:11])[N:8]=1)[CH3:2].[CH2:28]([O:30][C:31]1[CH:36]=[CH:35][C:34](B(O)O)=[CH:33][CH:32]=1)[CH3:29].N1C=CC=CC=1.C(N(CC)CC)C, predict the reaction product. The product is: [CH2:1]([C:3]1[N:4]([C:34]2[CH:35]=[CH:36][C:31]([O:30][CH2:28][CH3:29])=[CH:32][CH:33]=2)[C:5](=[O:27])[C:6]([CH2:12][C:13]2[CH:18]=[CH:17][C:16]([C:19]3[C:20]([C:25]#[N:26])=[CH:21][CH:22]=[CH:23][CH:24]=3)=[CH:15][CH:14]=2)=[C:7]([CH2:9][CH2:10][CH3:11])[N:8]=1)[CH3:2]. (6) Given the reactants [CH3:1][N:2]1[C:10]2[C:5](=[CH:6][CH:7]=[CH:8][CH:9]=2)[C:4]([CH2:11][N:12]2[CH2:15][C:14]3([CH2:24][C:23](=[O:25])[C:22]4[C:17](=[CH:18][CH:19]=[C:20](/[CH:26]=[CH:27]/[C:28]([NH:30][O:31]C5CCCCO5)=[O:29])[CH:21]=4)[O:16]3)[CH2:13]2)=[CH:3]1.Cl, predict the reaction product. The product is: [CH3:1][N:2]1[C:10]2[C:5](=[CH:6][CH:7]=[CH:8][CH:9]=2)[C:4]([CH2:11][N:12]2[CH2:13][C:14]3([CH2:24][C:23](=[O:25])[C:22]4[C:17](=[CH:18][CH:19]=[C:20](/[CH:26]=[CH:27]/[C:28]([NH:30][OH:31])=[O:29])[CH:21]=4)[O:16]3)[CH2:15]2)=[CH:3]1. (7) Given the reactants Cl.[F:2][C:3]1[CH:8]=[CH:7][C:6]([NH:9][C:10]2[CH:15]=[CH:14][N:13]=[C:12]([NH:16][C:17]3[CH:22]=[CH:21][C:20]([S:23](Cl)(=[O:25])=[O:24])=[CH:19][CH:18]=3)[N:11]=2)=[CH:5][CH:4]=1.[CH3:27][N:28]1[CH2:33][CH2:32][CH:31]([NH:34][CH2:35][C:36]2[N:37]([CH3:41])[CH:38]=[CH:39][CH:40]=2)[CH2:30][CH2:29]1, predict the reaction product. The product is: [F:2][C:3]1[CH:8]=[CH:7][C:6]([NH:9][C:10]2[CH:15]=[CH:14][N:13]=[C:12]([NH:16][C:17]3[CH:22]=[CH:21][C:20]([S:23]([N:34]([CH:31]4[CH2:32][CH2:33][N:28]([CH3:27])[CH2:29][CH2:30]4)[CH2:35][C:36]4[N:37]([CH3:41])[CH:38]=[CH:39][CH:40]=4)(=[O:25])=[O:24])=[CH:19][CH:18]=3)[N:11]=2)=[CH:5][CH:4]=1.